Dataset: Peptide-MHC class I binding affinity with 185,985 pairs from IEDB/IMGT. Task: Regression. Given a peptide amino acid sequence and an MHC pseudo amino acid sequence, predict their binding affinity value. This is MHC class I binding data. (1) The peptide sequence is AKIALAVYK. The MHC is HLA-A68:02 with pseudo-sequence HLA-A68:02. The binding affinity (normalized) is 0.0847. (2) The peptide sequence is HKELAITAL. The MHC is HLA-A26:01 with pseudo-sequence HLA-A26:01. The binding affinity (normalized) is 0.0847. (3) The peptide sequence is GYVTHGFNL. The MHC is HLA-A29:02 with pseudo-sequence HLA-A29:02. The binding affinity (normalized) is 0.378. (4) The peptide sequence is KVIKLVKSL. The MHC is HLA-A02:01 with pseudo-sequence HLA-A02:01. The binding affinity (normalized) is 0.447. (5) The peptide sequence is HNASDFYGL. The MHC is HLA-A68:02 with pseudo-sequence HLA-A68:02. The binding affinity (normalized) is 0.539. (6) The peptide sequence is AEMKTDAATLA. The MHC is HLA-B08:01 with pseudo-sequence HLA-B08:01. The binding affinity (normalized) is 0.0198.